From a dataset of Catalyst prediction with 721,799 reactions and 888 catalyst types from USPTO. Predict which catalyst facilitates the given reaction. (1) Reactant: [CH3:1][CH:2]([CH3:8])[C:3](=O)[CH2:4][C:5]#[N:6].Cl.[NH:10]([C:12]1[CH:13]=[N:14][CH:15]=[CH:16][CH:17]=1)[NH2:11]. Product: [CH:2]([C:3]1[CH:4]=[C:5]([NH2:6])[N:10]([C:12]2[CH:13]=[N:14][CH:15]=[CH:16][CH:17]=2)[N:11]=1)([CH3:8])[CH3:1]. The catalyst class is: 14. (2) Reactant: [CH3:1][C:2]([CH3:12])=[CH:3][C:4]1[CH:5]=[C:6]([CH:9]=[CH:10][CH:11]=1)[CH2:7][NH2:8]. The catalyst class is: 178. Product: [CH2:3]([C:4]1[CH:5]=[C:6]([CH:9]=[CH:10][CH:11]=1)[CH2:7][NH2:8])[CH:2]([CH3:12])[CH3:1].